From a dataset of Forward reaction prediction with 1.9M reactions from USPTO patents (1976-2016). Predict the product of the given reaction. Given the reactants [CH3:1][N:2]1[C:10]2[N:9]=[C:8]([Br:11])[N:7]([CH2:12][C:13]#[C:14][CH3:15])[C:6]=2[C:5](=[O:16])[NH:4][C:3]1=[O:17].Cl[CH2:19][C:20]1[N:29]=[C:28]([CH3:30])[C:27]2[C:22](=[CH:23][CH:24]=[CH:25][CH:26]=2)[N:21]=1, predict the reaction product. The product is: [Br:11][C:8]1[N:7]([CH2:12][C:13]#[C:14][CH3:15])[C:6]2[C:5](=[O:16])[N:4]([CH2:19][C:20]3[N:29]=[C:28]([CH3:30])[C:27]4[C:22](=[CH:23][CH:24]=[CH:25][CH:26]=4)[N:21]=3)[C:3](=[O:17])[N:2]([CH3:1])[C:10]=2[N:9]=1.